This data is from NCI-60 drug combinations with 297,098 pairs across 59 cell lines. The task is: Regression. Given two drug SMILES strings and cell line genomic features, predict the synergy score measuring deviation from expected non-interaction effect. Drug 1: C(=O)(N)NO. Drug 2: C1CN(P(=O)(OC1)NCCCl)CCCl. Cell line: NCI-H322M. Synergy scores: CSS=-6.24, Synergy_ZIP=2.67, Synergy_Bliss=1.73, Synergy_Loewe=-2.65, Synergy_HSA=-2.89.